Task: Binary Classification. Given a miRNA mature sequence and a target amino acid sequence, predict their likelihood of interaction.. Dataset: Experimentally validated miRNA-target interactions with 360,000+ pairs, plus equal number of negative samples (1) The miRNA is hsa-miR-302a-3p with sequence UAAGUGCUUCCAUGUUUUGGUGA. The protein sequence of the target gene is MPAAAGDGLLGEPAAPGGDGGAEDTTRPAAACEGSFLPAWVSGVSRERLRDFQHHKRVGNYLIGSRKLGEGSFAKVREGLHVLTGEKVAIKVIDKKRAKKDTYVTKNLRREGQIQQMIRHPNITQLLDILETENSYYLVMELCPGGNLMHKIYEKKRLDEAEARRYIRQLISAVEHLHRAGVVHRDLKIENLLLDEDNNIKLIDFGLSNCAGILGYSDPFSTQCGSPAYAAPELLARKKYGPKIDVWSIGVNMYAMLTGTLPFTVEPFSLRALYQKMVDKAMNPLPTQLSTGAVNFLRSL.... Result: 0 (no interaction). (2) The miRNA is cel-miR-270 with sequence GGCAUGAUGUAGCAGUGGAG. The protein sequence of the target gene is MADLSLVDALTEPPPEIEGEIKRDFMAALEAEPYDDIVGETVEKTEFIPLLDGDEKTGNSESKKKPCLDTSQVEGIPSSKPTLLANGDHGMEGNNTAGSPTDFLEERVDYPDYQSSQNWPEDASFCFQPQQVLDTDQAEPFNEHRDDGLADLLFVSSGPTNASAFTERDNPSEDSYGMLPCDSFASTAVVSQEWSVGAPNSPCSESCVSPEVTIETLQPATELSKAAEVESVKEQLPAKALETMAEQTTDVVHSPSTDTTPGPDTEAALAKDIEEITKPDVILANVTQPSTESDMFLAQD.... Result: 0 (no interaction). (3) The miRNA is hsa-miR-521 with sequence AACGCACUUCCCUUUAGAGUGU. The protein sequence of the target gene is MEANMPKRKEPGRSLRIKVISMGNAEVGKSCIIKRYCEKRFVSKYLATIGIDYGVTKVHVRDREIKVNIFDMAGHPFFYEVRNEFYKDTQGVILVYDVGQKDSFDALDAWLAEMKQELGPHGNMENIIFVVCANKIDCTKHRCVDESEGRLWAESKGFLYFETSAQTGEGINEMFQTFYISIVDLCENGGKRPTTNSSASFTKEQADAIRRIRNSKDSWDMLGVKPGASRDEVNKAYRKLAVLLHPDKCVAPGSEDAFKAVVNARTALLKNIK. Result: 0 (no interaction). (4) The miRNA is hsa-miR-3152-5p with sequence AUUGCCUCUGUUCUAACACAAG. The protein sequence of the target gene is MWTADEIAQLCYAHYNVRLPKQGKPEPNREWTLLAAVVKIQASANQACDIPEKEVQVTKEVVSMGTGTKCIGQSKMRESGDILNDSHAEIIARRSFQRYLLHQLHLAAVLKEDSIFVPGTQRGLWRLRPDLSFVFFSSHTPCGDASIIPMLEFEEQPCCPVIRSWANNSPVQETENLEDSKDKRNCEDPASPVAKKMRLGTPARSLSNCVAHHGTQESGPVKPDVSSSDLTKEEPDAANGIASGSFRVVDVYRTGAKCVPGETGDLREPGAAYHQVGLLRVKPGRGDRTCSMSCSDKMAR.... Result: 0 (no interaction).